This data is from Forward reaction prediction with 1.9M reactions from USPTO patents (1976-2016). The task is: Predict the product of the given reaction. (1) Given the reactants [CH:1]([O:4][C:5](=[O:23])[NH:6][C:7]1[CH:8]=[C:9]2[N:15]=[C:14]([C:16]3[CH:21]=[CH:20][CH:19]=[C:18]([NH2:22])[CH:17]=3)[NH:13][C:10]2=[N:11][CH:12]=1)([CH3:3])[CH3:2].[CH3:24][S:25](Cl)(=[O:27])=[O:26].N1C=CC=CC=1.Cl, predict the reaction product. The product is: [CH:1]([O:4][C:5](=[O:23])[NH:6][C:7]1[CH:8]=[C:9]2[N:15]=[C:14]([C:16]3[CH:21]=[CH:20][CH:19]=[C:18]([NH:22][S:25]([CH3:24])(=[O:27])=[O:26])[CH:17]=3)[NH:13][C:10]2=[N:11][CH:12]=1)([CH3:3])[CH3:2]. (2) Given the reactants [CH2:1]([O:3][C:4](=[O:18])[NH:5][C:6]1[CH:17]=[CH:16][C:9]2[NH:10][C:11](=[O:15])[NH:12][CH2:13][CH2:14][C:8]=2[CH:7]=1)[CH3:2].[CH3:19][C:20](C)([O-:22])C.[Li+].[CH3:25][N:26](C=O)C, predict the reaction product. The product is: [O:18]=[C:4]1[N:5]([C:6]2[CH:17]=[CH:16][C:9]3[NH:10][C:11](=[O:15])[NH:12][CH2:13][CH2:14][C:8]=3[CH:7]=2)[CH2:2][C@H:1]([CH2:25][NH:26][C:20](=[O:22])[CH3:19])[O:3]1. (3) Given the reactants [NH2:1][C:2]1[CH:3]=[C:4]([C:8]2([C:11]#[N:12])[CH2:10][CH2:9]2)[CH:5]=[CH:6][CH:7]=1.[CH3:13][O:14][C:15]1[CH:16]=[C:17]([CH:21]=[CH:22][C:23]=1[O:24][CH3:25])[C:18](Cl)=[O:19].C(N(CC)CC)C, predict the reaction product. The product is: [C:11]([C:8]1([C:4]2[CH:3]=[C:2]([NH:1][C:18](=[O:19])[C:17]3[CH:21]=[CH:22][C:23]([O:24][CH3:25])=[C:15]([O:14][CH3:13])[CH:16]=3)[CH:7]=[CH:6][CH:5]=2)[CH2:9][CH2:10]1)#[N:12]. (4) Given the reactants O1CCOCC1.[OH-].[Na+].C[O:10][C:11](=[O:54])[C:12]1[CH:17]=[C:16]([O:18][CH2:19][CH2:20][CH2:21][NH:22][C:23]([O:25][C:26]([CH3:29])([CH3:28])[CH3:27])=[O:24])[C:15]([O:30][CH2:31][CH2:32][CH2:33][NH:34][C:35]([O:37][C:38]([CH3:41])([CH3:40])[CH3:39])=[O:36])=[C:14]([O:42][CH2:43][CH2:44][CH2:45][NH:46][C:47]([O:49][C:50]([CH3:53])([CH3:52])[CH3:51])=[O:48])[CH:13]=1.C(O)(=O)CC(CC(O)=O)(C(O)=O)O, predict the reaction product. The product is: [C:26]([O:25][C:23]([NH:22][CH2:21][CH2:20][CH2:19][O:18][C:16]1[CH:17]=[C:12]([CH:13]=[C:14]([O:42][CH2:43][CH2:44][CH2:45][NH:46][C:47]([O:49][C:50]([CH3:53])([CH3:52])[CH3:51])=[O:48])[C:15]=1[O:30][CH2:31][CH2:32][CH2:33][NH:34][C:35]([O:37][C:38]([CH3:41])([CH3:40])[CH3:39])=[O:36])[C:11]([OH:54])=[O:10])=[O:24])([CH3:27])([CH3:28])[CH3:29]. (5) Given the reactants [F:1][C:2]([F:10])([F:9])[CH2:3][O:4][CH2:5][C:6]([OH:8])=O.C(N1C=CN=C1)(N1C=CN=C1)=O.O/[N:24]=[C:25](\[NH2:36])/[C:26]1[CH:31]=[CH:30][C:29]([CH3:32])=[C:28]([N+:33]([O-:35])=[O:34])[CH:27]=1, predict the reaction product. The product is: [CH3:32][C:29]1[CH:30]=[CH:31][C:26]([C:25]2[N:24]=[C:6]([CH2:5][O:4][CH2:3][C:2]([F:1])([F:10])[F:9])[O:8][N:36]=2)=[CH:27][C:28]=1[N+:33]([O-:35])=[O:34].